This data is from Forward reaction prediction with 1.9M reactions from USPTO patents (1976-2016). The task is: Predict the product of the given reaction. Given the reactants [CH:1]([C:3]1[O:4][C:5]2[CH:11]=[CH:10][C:9]([C:12]3[CH:19]=[CH:18][C:15]([C:16]#[N:17])=[CH:14][CH:13]=3)=[CH:8][C:6]=2[N:7]=1)=[CH2:2].[CH3:20][CH:21]1[CH2:25][CH2:24][CH2:23][NH:22]1, predict the reaction product. The product is: [CH3:20][CH:21]1[CH2:25][CH2:24][CH2:23][N:22]1[CH2:2][CH2:1][C:3]1[O:4][C:5]2[CH:11]=[CH:10][C:9]([C:12]3[CH:19]=[CH:18][C:15]([C:16]#[N:17])=[CH:14][CH:13]=3)=[CH:8][C:6]=2[N:7]=1.